Dataset: CYP3A4 inhibition data for predicting drug metabolism from PubChem BioAssay. Task: Regression/Classification. Given a drug SMILES string, predict its absorption, distribution, metabolism, or excretion properties. Task type varies by dataset: regression for continuous measurements (e.g., permeability, clearance, half-life) or binary classification for categorical outcomes (e.g., BBB penetration, CYP inhibition). Dataset: cyp3a4_veith. (1) The molecule is CN(C)c1nc(N(C)C)nc(N(C)C)n1. The result is 0 (non-inhibitor). (2) The molecule is COCCn1c(=O)c(CCc2ccccc2)nc2cnc(Oc3cccc(Cl)c3)nc21. The result is 1 (inhibitor). (3) The compound is COC(=O)c1cc(Cl)c(NC(=O)c2cc3ccccc3o2)cc1OC. The result is 0 (non-inhibitor). (4) The drug is O=S(=O)(c1ccc(F)cc1)N1CC2CCCN2c2ccc(C(F)(F)F)cc21. The result is 1 (inhibitor). (5) The compound is COc1ccc(Oc2ncc3nc(-c4cccs4)c(=O)n(C)c3n2)cc1. The result is 1 (inhibitor). (6) The compound is CCOC(=O)c1cc2c(=O)n3cccc(C)c3nc2n(Cc2ccco2)c1=NC(=O)c1ccccc1. The result is 0 (non-inhibitor). (7) The drug is Cc1ccc(N=CC2=C(O)CC(c3ccco3)CC2=O)cc1. The result is 0 (non-inhibitor).